From a dataset of Experimentally validated miRNA-target interactions with 360,000+ pairs, plus equal number of negative samples. Binary Classification. Given a miRNA mature sequence and a target amino acid sequence, predict their likelihood of interaction. (1) The miRNA is ssc-miR-143-3p with sequence UGAGAUGAAGCACUGUAGCUC. The protein sequence of the target gene is MLVSGRRRLLTVLLQAQKWPFQPSRDMRLVQFRAPHLVGPHLGLETGNGGGVINLNAFDPTLPKTMTQFLEQGEATLSVARRALAAQLPVLPRSEVTFLAPVTRPDKVVCVGMNYVDHCKEQNVPVPKEPIIFSKFASSIVGPYDEVVLPPQSQEVDWEVELAVVIGKKGKHIKATDAMAHVAGFTVAHDVSARDWQMRRNGKQWLLGKTFDTFCPLGPALVTKDSVADPHNLKICCRVNGEVVQSGNTNQMVFKTEDLIAWVSQFVTFYPGDVILTGTPPGVGVFRKPPVFLKKGDEVQ.... Result: 0 (no interaction). (2) Result: 0 (no interaction). The miRNA is mmu-miR-7000-3p with sequence CACCCACCUGCCUGUCCUCCAG. The protein sequence of the target gene is MTVSGPGTPEPRPATPGASSVEQLRKEGNELFKCGDYGGALAAYTQALGLDATPQDQAVLHRNRAACHLKLEDYDKAETEASKAIEKDGGDVKALYRRSQALEKLGRLDQAVLDLQRCVSLEPKNKVFQEALRNIGGQIQEKVRYMSSTDAKVEQMFQILLDPEEKGTEKKQKASQNLVVLAREDAGAEKIFRSNGVQLLQRLLDMGETDLMLAALRTLVGICSEHQSRTVATLSILGTRRVVSILGVESQAVSLAACHLLQVMFDALKEGVKKGFRGKEGAIIVDPARELKVLISNLLD....